Dataset: Reaction yield outcomes from USPTO patents with 853,638 reactions. Task: Predict the reaction yield, written as a fraction of the theoretical maximum amount of product (1.0 means a 100% yield; for example, 0.34 means a 34% yield). (1) The reactants are Br[C:2]1[CH:7]=[CH:6][C:5]([CH:8]([C:10]2[CH:15]=[CH:14][CH:13]=[CH:12][CH:11]=2)[NH2:9])=[C:4]([CH3:16])[CH:3]=1.[CH3:17][N:18](C=O)C. No catalyst specified. The product is [NH2:9][CH:8]([C:10]1[CH:15]=[CH:14][CH:13]=[CH:12][CH:11]=1)[C:5]1[CH:6]=[CH:7][C:2]([C:17]#[N:18])=[CH:3][C:4]=1[CH3:16]. The yield is 0.180. (2) The catalyst is C(Cl)Cl.Cl[Ti](Cl)(Cl)Cl. The yield is 0.100. The reactants are [Si:1]([O:18][CH2:19][CH2:20][CH2:21][C:22](=[O:44])[CH2:23][CH2:24][CH2:25][O:26][Si:27]([C:40]([CH3:43])([CH3:42])[CH3:41])([C:34]1[CH:39]=[CH:38][CH:37]=[CH:36][CH:35]=1)[C:28]1[CH:33]=[CH:32][CH:31]=[CH:30][CH:29]=1)([C:14]([CH3:17])([CH3:16])[CH3:15])([C:8]1[CH:13]=[CH:12][CH:11]=[CH:10][CH:9]=1)[C:2]1[CH:7]=[CH:6][CH:5]=[CH:4][CH:3]=1.C[Si](C)(C)[O:47][C:48]([CH3:50])=[CH2:49]. The product is [Si:1]([O:18][CH2:19][CH2:20][CH2:21][C:22]([CH2:23][CH2:24][CH2:25][O:26][Si:27]([C:40]([CH3:43])([CH3:42])[CH3:41])([C:34]1[CH:35]=[CH:36][CH:37]=[CH:38][CH:39]=1)[C:28]1[CH:29]=[CH:30][CH:31]=[CH:32][CH:33]=1)([OH:44])[CH2:49][C:48](=[O:47])[CH3:50])([C:14]([CH3:15])([CH3:16])[CH3:17])([C:8]1[CH:13]=[CH:12][CH:11]=[CH:10][CH:9]=1)[C:2]1[CH:3]=[CH:4][CH:5]=[CH:6][CH:7]=1.